The task is: Predict the product of the given reaction.. This data is from Forward reaction prediction with 1.9M reactions from USPTO patents (1976-2016). (1) Given the reactants S1C=CN=[CH:2]1.[NH2:6][C:7]1[N:12]=[CH:11][N:10]=[C:9]2[N:13]([C@H:30]3[CH2:35][CH2:34][C@@H:33]([N:36]4[CH2:41][CH2:40][N:39]([CH3:42])[CH2:38][CH2:37]4)[CH2:32][CH2:31]3)[N:14]=[C:15]([C:16]3[CH:21]=[CH:20][C:19]([NH:22][C:23]4[S:24][CH:25]=[C:26]([CH2:28][CH3:29])[N:27]=4)=[CH:18][CH:17]=3)[C:8]=12.Br[CH:44]([CH3:53])[C:45]([C:47]1C=CC=CC=1)=O, predict the reaction product. The product is: [NH2:6][C:7]1[N:12]=[CH:11][N:10]=[C:9]2[N:13]([C@H:30]3[CH2:35][CH2:34][C@@H:33]([N:36]4[CH2:41][CH2:40][N:39]([CH3:42])[CH2:38][CH2:37]4)[CH2:32][CH2:31]3)[N:14]=[C:15]([C:16]3[CH:17]=[CH:18][C:19]([NH:22][C:23]4[S:24][C:25]([CH3:2])=[C:26]([C:28]5[CH:47]=[CH:45][CH:44]=[CH:53][CH:29]=5)[N:27]=4)=[CH:20][CH:21]=3)[C:8]=12. (2) Given the reactants [CH3:1][N:2]1[CH:10]=[C:9]2[C:4]([CH:5]=[C:6]([C:19]([O:21][CH2:22][CH3:23])=[O:20])[CH:7]=[C:8]2[O:11]S(C(F)(F)F)(=O)=O)=[N:3]1.O[C:25]1[CH:35]=[CH:34][C:28]([C:29]([N:31]([CH3:33])[CH3:32])=[O:30])=[CH:27][CH:26]=1.P([O-])([O-])([O-])=O.[K+].[K+].[K+].C(P(C(C)(C)C)C1C=CC=CC=1C1C(C(C)C)=CC(C(C)C)=CC=1C(C)C)(C)(C)C, predict the reaction product. The product is: [CH3:32][N:31]([CH3:33])[C:29]([C:28]1[CH:34]=[CH:35][C:25]([O:11][C:8]2[C:9]3[C:4]([CH:5]=[C:6]([C:19]([O:21][CH2:22][CH3:23])=[O:20])[CH:7]=2)=[N:3][N:2]([CH3:1])[CH:10]=3)=[CH:26][CH:27]=1)=[O:30]. (3) Given the reactants [Si]([O:8][CH2:9][C:10]12[CH2:15][CH:14]1[C:13](=[O:16])[N:12]([CH2:17][C:18]1[CH:23]=[CH:22][C:21]([O:24][CH3:25])=[CH:20][C:19]=1[O:26][CH3:27])[CH2:11]2)(C(C)(C)C)(C)C.[F-].C([NH3+])CCC, predict the reaction product. The product is: [CH3:27][O:26][C:19]1[CH:20]=[C:21]([O:24][CH3:25])[CH:22]=[CH:23][C:18]=1[CH2:17][N:12]1[CH2:11][C:10]2([CH2:9][OH:8])[CH:14]([CH2:15]2)[C:13]1=[O:16]. (4) Given the reactants [CH3:1][N:2]([CH3:19])[CH2:3][CH2:4][N:5]1[CH2:11][CH2:10][CH2:9][C:8]2[NH:12][C:13]([CH:16]=O)=[C:14]([CH3:15])[C:7]=2[C:6]1=[O:18].[F:20][C:21]1[CH:22]=[C:23]2[C:27](=[CH:28][C:29]=1[NH:30][C:31](=[O:35])[CH2:32][O:33][CH3:34])[NH:26][C:25](=[O:36])[CH2:24]2, predict the reaction product. The product is: [CH3:1][N:2]([CH3:19])[CH2:3][CH2:4][N:5]1[CH2:11][CH2:10][CH2:9][C:8]2[NH:12][C:13]([CH:16]=[C:24]3[C:23]4[C:27](=[CH:28][C:29]([NH:30][C:31](=[O:35])[CH2:32][O:33][CH3:34])=[C:21]([F:20])[CH:22]=4)[NH:26][C:25]3=[O:36])=[C:14]([CH3:15])[C:7]=2[C:6]1=[O:18]. (5) Given the reactants C1CO[C:8]23OCC[O:12][C:3]2([C@:4]2([CH2:27][CH2:26][C@H:25]4[C@@H:15]([CH2:16][C:17](=[C:28]([F:30])[F:29])[CH:18]5[C@:23]4([CH3:24])[CH2:22][CH2:21][CH2:20][CH2:19]5)[C@@H:6]2[CH2:7]3)[CH3:5])O1.C=C1C2[C@](C)(CCC(=[O:50])C2)[C@@H]2[C@H]([C@H]3[C@@](CC2)(C)C(=O)CC3)C1, predict the reaction product. The product is: [F:29][C:28]([F:30])=[C:17]1[CH:18]2[C@:23]([CH3:24])([CH2:22][CH2:21][C:20](=[O:50])[CH2:19]2)[C@@H:25]2[C@H:15]([C@H:6]3[C@@:4]([CH2:27][CH2:26]2)([CH3:5])[C:3](=[O:12])[CH2:8][CH2:7]3)[CH2:16]1. (6) Given the reactants Br[C:2]1[CH:7]=[CH:6][C:5]([S:8]([N:11]2[CH2:14][CH2:13][CH2:12]2)(=[O:10])=[O:9])=[CH:4][CH:3]=1.B1(B2OC(C)(C)C(C)(C)O2)OC(C)(C)C(C)(C)O1.C([O-])(=O)C.[K+].Br[C:39]1[CH:40]=[C:41]2[N:47]=[C:46]([CH2:48][CH2:49][CH:50]3[NH:56][C:55](=[O:57])[CH2:54][CH2:53][CH2:52][CH2:51]3)[NH:45][C:42]2=[N:43][CH:44]=1.C(=O)([O-])[O-].[Na+].[Na+], predict the reaction product. The product is: [N:11]1([S:8]([C:5]2[CH:6]=[CH:7][C:2]([C:39]3[CH:40]=[C:41]4[N:47]=[C:46]([CH2:48][CH2:49][CH:50]5[NH:56][C:55](=[O:57])[CH2:54][CH2:53][CH2:52][CH2:51]5)[NH:45][C:42]4=[N:43][CH:44]=3)=[CH:3][CH:4]=2)(=[O:10])=[O:9])[CH2:14][CH2:13][CH2:12]1. (7) Given the reactants O.[OH-].[Li+].[N:4]1([C:8]([C:10]2[CH:11]=[C:12]([Cl:32])[C:13]([O:16][C:17]3[CH:18]=[C:19]([CH:24]=[C:25]([O:27][C@@H:28]([CH3:31])[CH2:29][OH:30])[CH:26]=3)[C:20]([O:22]C)=[O:21])=[N:14][CH:15]=2)=[O:9])[CH2:7][CH2:6][CH2:5]1, predict the reaction product. The product is: [N:4]1([C:8]([C:10]2[CH:11]=[C:12]([Cl:32])[C:13]([O:16][C:17]3[CH:18]=[C:19]([CH:24]=[C:25]([O:27][C@@H:28]([CH3:31])[CH2:29][OH:30])[CH:26]=3)[C:20]([OH:22])=[O:21])=[N:14][CH:15]=2)=[O:9])[CH2:7][CH2:6][CH2:5]1. (8) The product is: [F:1][C:2]1[CH:3]=[CH:4][C:5]([N:8]2[C:17]3[C:12](=[N:13][CH:14]=[C:15]([CH2:18][C:19]4[CH:24]=[CH:23][C:22]([F:25])=[CH:21][CH:20]=4)[CH:16]=3)[C:11]([OH:26])=[C:10]([C:27]([NH:33][CH:34]([CH3:37])[CH2:35][OH:36])=[O:28])[C:9]2=[O:32])=[CH:6][CH:7]=1. Given the reactants [F:1][C:2]1[CH:7]=[CH:6][C:5]([N:8]2[C:17]3[C:12](=[N:13][CH:14]=[C:15]([CH2:18][C:19]4[CH:24]=[CH:23][C:22]([F:25])=[CH:21][CH:20]=4)[CH:16]=3)[C:11]([OH:26])=[C:10]([C:27](OCC)=[O:28])[C:9]2=[O:32])=[CH:4][CH:3]=1.[NH2:33][CH:34]([CH3:37])[CH2:35][OH:36], predict the reaction product. (9) Given the reactants [F:1][C:2]1[CH:10]=[CH:9][C:5]([C:6]([OH:8])=O)=[C:4]([N+:11]([O-:13])=[O:12])[CH:3]=1.ON1[C:19]2[CH:20]=[CH:21][CH:22]=[CH:23][C:18]=2N=N1.[CH3:24][N:25]([CH3:34])[CH2:26][CH2:27][CH2:28][N:29]=C=NCC.[CH2:35](N(CC)CC)C, predict the reaction product. The product is: [CH2:34]([N:25]1[CH2:24][CH2:35][CH:28]([NH:29][C:6](=[O:8])[C:5]2[CH:9]=[CH:10][C:2]([F:1])=[CH:3][C:4]=2[N+:11]([O-:13])=[O:12])[CH2:27][CH2:26]1)[C:18]1[CH:23]=[CH:22][CH:21]=[CH:20][CH:19]=1. (10) Given the reactants Cl.[Cl:2][C:3]1[N:4]=[C:5]([Cl:13])[C:6]2[CH2:12][NH:11][CH2:10][CH2:9][C:7]=2[N:8]=1.C(N(CC)CC)C.[CH2:21]([N:23]=[C:24]=[O:25])[CH3:22], predict the reaction product. The product is: [Cl:2][C:3]1[N:4]=[C:5]([Cl:13])[C:6]2[CH2:12][N:11]([C:24]([NH:23][CH2:21][CH3:22])=[O:25])[CH2:10][CH2:9][C:7]=2[N:8]=1.